From a dataset of Catalyst prediction with 721,799 reactions and 888 catalyst types from USPTO. Predict which catalyst facilitates the given reaction. (1) Reactant: [H-].[Na+].[NH:3]1[C:11]2[C:6](=[CH:7][CH:8]=[CH:9][CH:10]=2)[C:5]([C:12](=[O:22])[CH2:13][C:14]2[CH:19]=[CH:18][CH:17]=[CH:16][C:15]=2[O:20][CH3:21])=[CH:4]1.Br[CH2:24][CH2:25][CH2:26][CH2:27][CH3:28].O. Product: [CH3:21][O:20][C:15]1[CH:16]=[CH:17][CH:18]=[CH:19][C:14]=1[CH2:13][C:12]([C:5]1[C:6]2[C:11](=[CH:10][CH:9]=[CH:8][CH:7]=2)[N:3]([CH2:24][CH2:25][CH2:26][CH2:27][CH3:28])[CH:4]=1)=[O:22]. The catalyst class is: 9. (2) Reactant: C(=O)(O)[O-].[Na+].[OH:6][CH:7]1[CH2:12][CH2:11][NH:10][CH2:9][CH2:8]1.[N:13]#[C:14]Br. Product: [OH:6][CH:7]1[CH2:12][CH2:11][N:10]([C:14]#[N:13])[CH2:9][CH2:8]1. The catalyst class is: 229.